Task: Predict the reactants needed to synthesize the given product.. Dataset: Full USPTO retrosynthesis dataset with 1.9M reactions from patents (1976-2016) (1) Given the product [Cl:1][C:2]1[N:10]=[C:9]2[C:5]([N:6]=[CH:7][N:8]2[CH:13]2[CH2:14][CH2:15][CH2:16][CH2:17][O:12]2)=[C:4]([Cl:11])[N:3]=1, predict the reactants needed to synthesize it. The reactants are: [Cl:1][C:2]1[N:10]=[C:9]2[C:5]([NH:6][CH:7]=[N:8]2)=[C:4]([Cl:11])[N:3]=1.[O:12]1[CH:17]=[CH:16][CH2:15][CH2:14][CH2:13]1. (2) Given the product [F:1][C:2]1[C:10]2[O:9][C:8]([N:11]3[C:19]4[C:14](=[CH:15][CH:16]=[CH:17][CH:18]=4)[CH2:13][CH2:12]3)=[N:7][C:6]=2[CH:5]=[CH:4][C:3]=1[CH2:20][C:21]([OH:23])=[O:22], predict the reactants needed to synthesize it. The reactants are: [F:1][C:2]1[C:10]2[O:9][C:8]([N:11]3[C:19]4[C:14](=[CH:15][CH:16]=[CH:17][CH:18]=4)[CH2:13][CH2:12]3)=[N:7][C:6]=2[CH:5]=[CH:4][C:3]=1[CH2:20][C:21]([O:23]C)=[O:22].[OH-].[Na+]. (3) Given the product [C:14]([C:15]1[NH:5][C:9](=[O:11])[C:8]([C:6]#[N:7])=[C:27]([C:26]2[CH:29]=[CH:30][C:23]([N+:20]([O-:22])=[O:21])=[CH:24][CH:25]=2)[CH:16]=1)([CH3:19])([CH3:18])[CH3:13], predict the reactants needed to synthesize it. The reactants are: C([O-])(=O)C.[NH4+:5].[C:6]([CH2:8][C:9]([O:11]C)=O)#[N:7].[CH3:13][C:14]([CH3:19])([CH3:18])[C:15](=O)[CH3:16].[N+:20]([C:23]1[CH:30]=[CH:29][C:26]([CH:27]=O)=[CH:25][CH:24]=1)([O-:22])=[O:21]. (4) Given the product [O:7]1[C:8]2[C:13](=[CH:12][CH:11]=[CH:10][CH:9]=2)[CH:4]([NH2:3])[CH2:5][CH2:6]1, predict the reactants needed to synthesize it. The reactants are: CO[N:3]=[C:4]1[C:13]2[C:8](=[CH:9][CH:10]=[CH:11][CH:12]=2)[O:7][CH2:6][CH2:5]1.CON=C1C2C(=CC=C(C)C=2)OCC1.N. (5) Given the product [C:32]([N:30]1[C:10]([CH2:11][CH2:12][CH2:13][OH:14])([C:21]2[CH:22]=[CH:23][CH:24]=[CH:25][CH:26]=2)[CH2:9][C:8]([C:6]2[CH:7]=[C:2]([Br:1])[CH:3]=[CH:4][C:5]=2[F:28])=[N:31]1)(=[O:34])[CH3:33], predict the reactants needed to synthesize it. The reactants are: [Br:1][C:2]1[CH:3]=[CH:4][C:5]([F:28])=[C:6]([C:8](=O)[CH:9]=[C:10]([C:21]2[CH:26]=[CH:25][CH:24]=[CH:23][CH:22]=2)[CH2:11][CH2:12][CH2:13][O:14]C2CCCCO2)[CH:7]=1.O.[NH2:30][NH2:31].[C:32](Cl)(=[O:34])[CH3:33]. (6) Given the product [F:5][C:6]1[C:13]([F:14])=[C:12]([F:15])[CH:11]=[CH:10][C:7]=1[CH:8]1[O:4][CH2:1][CH2:2][O:3]1, predict the reactants needed to synthesize it. The reactants are: [CH2:1]([OH:4])[CH2:2][OH:3].[F:5][C:6]1[C:13]([F:14])=[C:12]([F:15])[CH:11]=[CH:10][C:7]=1[CH:8]=O.O.C1(C)C=CC(S(O)(=O)=O)=CC=1.O.